This data is from Full USPTO retrosynthesis dataset with 1.9M reactions from patents (1976-2016). The task is: Predict the reactants needed to synthesize the given product. (1) Given the product [F:18][C:19]1[C:24]([C:25]([F:26])([F:27])[F:28])=[C:23]([F:29])[CH:22]=[CH:21][C:20]=1[C:30]1[N:31]=[C:32]([NH:35][C:12](=[O:14])[CH2:11][C:10]2[C:6]3[C:5](=[O:15])[N:4]([CH3:16])[C:3](=[O:17])[N:2]([CH3:1])[C:7]=3[S:8][CH:9]=2)[S:33][CH:34]=1, predict the reactants needed to synthesize it. The reactants are: [CH3:1][N:2]1[C:7]2[S:8][CH:9]=[C:10]([CH2:11][C:12]([OH:14])=O)[C:6]=2[C:5](=[O:15])[N:4]([CH3:16])[C:3]1=[O:17].[F:18][C:19]1[C:24]([C:25]([F:28])([F:27])[F:26])=[C:23]([F:29])[CH:22]=[CH:21][C:20]=1[C:30]1[N:31]=[C:32]([NH2:35])[S:33][CH:34]=1.C1C=CC2N(O)N=NC=2C=1.CN1CCOCC1.Cl.CN(C)CCCN=C=NCC. (2) The reactants are: [Cl:1][C:2]1[CH:7]=[CH:6][CH:5]=[C:4]([Cl:8])[C:3]=1[C:9]1[C:13]([CH2:14][CH2:15][CH:16]=[O:17])=[C:12]([CH:18]([CH3:20])[CH3:19])[O:11][N:10]=1.[BH4-].[Na+].[Cl-].[NH4+]. Given the product [Cl:8][C:4]1[CH:5]=[CH:6][CH:7]=[C:2]([Cl:1])[C:3]=1[C:9]1[C:13]([CH2:14][CH2:15][CH2:16][OH:17])=[C:12]([CH:18]([CH3:20])[CH3:19])[O:11][N:10]=1, predict the reactants needed to synthesize it.